From a dataset of Human liver microsome stability data. Regression/Classification. Given a drug SMILES string, predict its absorption, distribution, metabolism, or excretion properties. Task type varies by dataset: regression for continuous measurements (e.g., permeability, clearance, half-life) or binary classification for categorical outcomes (e.g., BBB penetration, CYP inhibition). Dataset: hlm. The compound is Cn1c(-c2ccc(Cl)cc2)c(C2CCCCC2)c2ccc(C(=O)NC(C)(C)C(=O)Nc3ccc(C=CC(=O)O)cc3)cc21. The result is 0 (unstable in human liver microsomes).